From a dataset of TCR-epitope binding with 47,182 pairs between 192 epitopes and 23,139 TCRs. Binary Classification. Given a T-cell receptor sequence (or CDR3 region) and an epitope sequence, predict whether binding occurs between them. (1) The epitope is ISDYDYYRY. The TCR CDR3 sequence is CASSKQGLGRNQPQHF. Result: 0 (the TCR does not bind to the epitope). (2) The epitope is VVYRGTTTY. The TCR CDR3 sequence is CASSWTGGVELFF. Result: 0 (the TCR does not bind to the epitope). (3) The epitope is AVFDRKSDAK. The TCR CDR3 sequence is CASSPQGHTGELFF. Result: 1 (the TCR binds to the epitope). (4) The TCR CDR3 sequence is CASSFPGAYEQYF. Result: 0 (the TCR does not bind to the epitope). The epitope is LPPIVAKEI.